Binary Classification. Given a drug SMILES string, predict its activity (active/inactive) in a high-throughput screening assay against a specified biological target. From a dataset of HIV replication inhibition screening data with 41,000+ compounds from the AIDS Antiviral Screen. (1) The molecule is CC(C)N(C(=O)C12C3C4C5(C(=O)O)C(C1C35I)C42C(=O)O)C(C)C. The result is 0 (inactive). (2) The molecule is Cc1cn(C2CC(N=[N+]=[N-])C(COC(=O)C3(O)CCC4C5CCC6=CC(=O)CCC6(C)C5C(O)CC43C)O2)c(=O)[nH]c1=O. The result is 1 (active).